This data is from Full USPTO retrosynthesis dataset with 1.9M reactions from patents (1976-2016). The task is: Predict the reactants needed to synthesize the given product. (1) Given the product [OH:15][CH2:3][C:4]([C:6]1[CH:10]=[C:9]([CH3:11])[O:8][N:7]=1)=[O:5], predict the reactants needed to synthesize it. The reactants are: [N+](=[CH:3][C:4]([C:6]1[CH:10]=[C:9]([CH3:11])[O:8][N:7]=1)=[O:5])=[N-].FC(F)(F)C(O)=[O:15].O. (2) Given the product [C:24]1([C:30]#[C:31][C:2]2[CH:23]=[CH:22][C:5]([C:6]([NH:8][S:9]([C:12]3[CH:17]=[CH:16][CH:15]=[CH:14][C:13]=3[S:18](=[O:21])(=[O:20])[NH2:19])(=[O:11])=[O:10])=[O:7])=[CH:4][CH:3]=2)[CH:29]=[CH:28][CH:27]=[CH:26][CH:25]=1, predict the reactants needed to synthesize it. The reactants are: I[C:2]1[CH:23]=[CH:22][C:5]([C:6]([NH:8][S:9]([C:12]2[CH:17]=[CH:16][CH:15]=[CH:14][C:13]=2[S:18](=[O:21])(=[O:20])[NH2:19])(=[O:11])=[O:10])=[O:7])=[CH:4][CH:3]=1.[C:24]1([C:30]#[CH:31])[CH:29]=[CH:28][CH:27]=[CH:26][CH:25]=1.C(N(CC)CC)C.C(OCC)(=O)C. (3) Given the product [Cl:1][C:2]1[CH:11]=[C:10]2[C:5]([C:6]([OH:13])=[C:7]([N+:15]([O-:17])=[O:16])[C:8](=[O:12])[NH:9]2)=[CH:4][C:3]=1[I:14], predict the reactants needed to synthesize it. The reactants are: [Cl:1][C:2]1[CH:11]=[C:10]2[C:5]([C:6]([OH:13])=[CH:7][C:8](=[O:12])[NH:9]2)=[CH:4][C:3]=1[I:14].[N+:15]([O-])([OH:17])=[O:16]. (4) Given the product [CH3:1][C:2]1([CH3:29])[C:11]2[C:6](=[CH:7][C:8]([CH3:26])=[C:9]([C:12]3[CH:13]=[C:14](/[CH:19]=[CH:20]/[C:21]([OH:23])=[O:22])[CH:15]=[CH:16][C:17]=3[CH3:18])[CH:10]=2)[C:5]([CH3:28])([CH3:27])[CH:4]=[CH:3]1, predict the reactants needed to synthesize it. The reactants are: [CH3:1][C:2]1([CH3:29])[C:11]2[C:6](=[CH:7][C:8]([CH3:26])=[C:9]([C:12]3[CH:13]=[C:14](/[CH:19]=[CH:20]/[C:21]([O:23]CC)=[O:22])[CH:15]=[CH:16][C:17]=3[CH3:18])[CH:10]=2)[C:5]([CH3:28])([CH3:27])[CH:4]=[CH:3]1.[OH-].[K+].Cl. (5) Given the product [C:32]([NH:8][CH2:9][C:10]([C:13]1[CH:14]=[CH:15][C:16]([NH:19][C:20](=[O:31])[C:21]2[CH:26]=[CH:25][C:24]([O:27][CH3:28])=[C:23]([O:29][CH3:30])[CH:22]=2)=[CH:17][CH:18]=1)([CH3:12])[CH3:11])(=[O:34])[CH3:33], predict the reactants needed to synthesize it. The reactants are: C(N(CC)CC)C.[NH2:8][CH2:9][C:10]([C:13]1[CH:18]=[CH:17][C:16]([NH:19][C:20](=[O:31])[C:21]2[CH:26]=[CH:25][C:24]([O:27][CH3:28])=[C:23]([O:29][CH3:30])[CH:22]=2)=[CH:15][CH:14]=1)([CH3:12])[CH3:11].[C:32](Cl)(=[O:34])[CH3:33]. (6) Given the product [CH3:1][C:2]([C:6]1[CH:7]=[C:8]([C:13]2[N:18]=[C:17]([CH2:19][CH:20]3[S:24][C:23]([N:27]4[CH2:32][CH2:31][O:30][CH2:29][CH2:28]4)=[N:22][C:21]3=[O:26])[CH:16]=[CH:15][CH:14]=2)[CH:9]=[CH:10][C:11]=1[OH:12])([CH3:5])[CH2:3][CH3:4], predict the reactants needed to synthesize it. The reactants are: [CH3:1][C:2]([C:6]1[CH:7]=[C:8]([C:13]2[N:18]=[C:17]([CH2:19][CH:20]3[S:24][C:23](=S)[NH:22][C:21]3=[O:26])[CH:16]=[CH:15][CH:14]=2)[CH:9]=[CH:10][C:11]=1[OH:12])([CH3:5])[CH2:3][CH3:4].[NH:27]1[CH2:32][CH2:31][O:30][CH2:29][CH2:28]1. (7) Given the product [C:23]([N:27]1[C:8]([CH3:10])=[C:7]([C:6]([OH:12])=[O:11])[CH:17]=[N:15]1)([CH3:26])([CH3:25])[CH3:24].[C:23]([N:27]1[C:8]([CH3:10])=[C:7]([C:17]([O:18][CH3:19])=[O:20])[CH:6]=[N:28]1)([CH3:26])([CH3:25])[CH3:24], predict the reactants needed to synthesize it. The reactants are: C([O-])(=O)C.[Na+].[C:6]([O:12]C)(=[O:11])[CH2:7][C:8]([CH3:10])=O.C[N:15]([CH:17]([O:20]C)[O:18][CH3:19])C.Cl.[C:23]([NH:27][NH2:28])([CH3:26])([CH3:25])[CH3:24].